From a dataset of CYP3A4 inhibition data for predicting drug metabolism from PubChem BioAssay. Regression/Classification. Given a drug SMILES string, predict its absorption, distribution, metabolism, or excretion properties. Task type varies by dataset: regression for continuous measurements (e.g., permeability, clearance, half-life) or binary classification for categorical outcomes (e.g., BBB penetration, CYP inhibition). Dataset: cyp3a4_veith. (1) The molecule is Cc1nc(SCC(=O)Nc2c(C)nn(C)c2C)c2cnn(-c3ccccc3)c2n1. The result is 0 (non-inhibitor). (2) The drug is Cc1ccc2c(c1)C(=O)[C@@]1(O)CCN(c3ccccc3)C1=N2. The result is 1 (inhibitor). (3) The drug is C[C@@H](Cc1cccc(C(F)(F)F)c1)NCCCc1ccccc1. The result is 1 (inhibitor). (4) The molecule is FC(F)(F)c1ccccc1-c1nc(-n2ccnc2)c2ccccc2n1. The result is 1 (inhibitor). (5) The drug is CCOC(=O)c1c(NC(=O)CCCN2CCOCC2)sc2c1CC(C)(C)OC2. The result is 1 (inhibitor). (6) The molecule is O=C(NCc1cccs1)O[C@H]1C[C@H]2CC[C@@H]1C2. The result is 0 (non-inhibitor). (7) The compound is CC1(C)S[C@@H]2[C@H](NC(=O)[C@@H](NC(=O)N3CCNC3=O)c3ccccc3)C(=O)N2[C@H]1C(=O)[O-].[Na+]. The result is 0 (non-inhibitor).